Dataset: Forward reaction prediction with 1.9M reactions from USPTO patents (1976-2016). Task: Predict the product of the given reaction. (1) Given the reactants C1(P(C2C=CC=CC=2)C2C=CC=CC=2)C=CC=CC=1.Br[C:21]1[C:30]2[C:25](=[CH:26][CH:27]=[CH:28][CH:29]=2)[CH:24]=[CH:23][CH:22]=1.[CH:31]([C:33]1[N:34]([C:53]2[N:54]=[C:55]([NH2:61])[NH:56][C:57](=[O:60])[C:58]=2[N:59]=1)[C@@H:35]1[O:52][C@H:46]([CH2:47][O:48][C:49](=[O:51])[CH3:50])[C@@H:41]([O:42][C:43](=[O:45])[CH3:44])[C@H:36]1[O:37][C:38](=[O:40])[CH3:39])=[CH2:32], predict the reaction product. The product is: [C:21]1([CH:32]=[CH:31][C:33]2[N:34]([C:53]3[N:54]=[C:55]([NH2:61])[NH:56][C:57](=[O:60])[C:58]=3[N:59]=2)[C@@H:35]2[O:52][C@H:46]([CH2:47][O:48][C:49](=[O:51])[CH3:50])[C@@H:41]([O:42][C:43](=[O:45])[CH3:44])[C@H:36]2[O:37][C:38](=[O:40])[CH3:39])[C:30]2[C:25](=[CH:26][CH:27]=[CH:28][CH:29]=2)[CH:24]=[CH:23][CH:22]=1. (2) Given the reactants [N:1]1[CH:6]=[CH:5][CH:4]=[CH:3][C:2]=1[NH2:7].[N:8]1[CH:13]=[CH:12][C:11]([C:14](=O)[CH2:15][C:16](OCC)=[O:17])=[CH:10][CH:9]=1.[OH-].[Na+], predict the reaction product. The product is: [N:8]1[CH:13]=[CH:12][C:11]([C:14]2[N:7]=[C:2]3[CH:3]=[CH:4][CH:5]=[CH:6][N:1]3[C:16](=[O:17])[CH:15]=2)=[CH:10][CH:9]=1. (3) The product is: [C:1]([O:5][C:6](=[O:19])[NH:7][CH2:8][C@@H:9]1[CH2:11][C@H:10]1[C:12]1[CH:13]=[C:14]([C:25]2[CH:24]=[CH:23][CH:22]=[C:21]([Cl:20])[CH:26]=2)[CH:15]=[CH:16][CH:17]=1)([CH3:4])([CH3:3])[CH3:2]. Given the reactants [C:1]([O:5][C:6](=[O:19])[NH:7][CH2:8][C@@H:9]1[CH2:11][C@H:10]1[C:12]1[CH:17]=[CH:16][CH:15]=[C:14](Br)[CH:13]=1)([CH3:4])([CH3:3])[CH3:2].[Cl:20][C:21]1[CH:22]=[C:23](B(O)O)[CH:24]=[CH:25][CH:26]=1.C([O-])([O-])=O.[K+].[K+], predict the reaction product. (4) Given the reactants [CH3:1][S:2][C:3]1[CH:10]=[CH:9][C:6]([C:7]#N)=[CH:5][CH:4]=1.[CH2:11]([Mg]Cl)[CH2:12][C:13]1[CH:18]=[CH:17][CH:16]=[CH:15][CH:14]=1.C1C[O:24]CC1, predict the reaction product. The product is: [CH3:1][S:2][C:3]1[CH:10]=[CH:9][C:6]([C:7](=[O:24])[CH2:11][CH2:12][C:13]2[CH:18]=[CH:17][CH:16]=[CH:15][CH:14]=2)=[CH:5][CH:4]=1. (5) Given the reactants C(N(C(C)C)CC)(C)C.CN(C(ON1N=NC2C=CC=CC1=2)=[N+](C)C)C.F[P-](F)(F)(F)(F)F.[CH3:34][CH:35]([OH:37])[CH3:36].[CH3:38][N:39]([CH3:59])[CH:40]1[CH2:45][CH2:44][N:43]([C:46](=[O:58])[CH2:47][CH2:48][C:49]2[N:50]([CH2:54][C:55](O)=[O:56])[CH:51]=[CH:52][N:53]=2)[CH2:42][CH2:41]1, predict the reaction product. The product is: [CH3:59][N:39]([CH3:38])[CH:40]1[CH2:45][CH2:44][N:43]([C:46](=[O:58])[CH2:47][CH2:48][C:49]2[N:50]([CH2:54][C:55]([O:37][CH:35]([CH3:36])[CH3:34])=[O:56])[CH:51]=[CH:52][N:53]=2)[CH2:42][CH2:41]1.